This data is from Catalyst prediction with 721,799 reactions and 888 catalyst types from USPTO. The task is: Predict which catalyst facilitates the given reaction. (1) Reactant: Br[C:2]1[CH:3]=[C:4]2[C:9](=[CH:10][CH:11]=1)[N:8]=[C:7]([NH:12][CH2:13][C:14]1[CH:19]=[CH:18][CH:17]=[CH:16][C:15]=1[O:20][CH3:21])[CH:6]=[CH:5]2.C([Li])CCC.CN(C)[CH:29]=[O:30]. Product: [CH3:21][O:20][C:15]1[CH:16]=[CH:17][CH:18]=[CH:19][C:14]=1[CH2:13][NH:12][C:7]1[CH:6]=[CH:5][C:4]2[C:9](=[CH:10][CH:11]=[C:2]([CH:29]=[O:30])[CH:3]=2)[N:8]=1. The catalyst class is: 7. (2) Reactant: [CH3:1][O:2][C:3]([CH:5]=P(C1C=CC=CC=1)(C1C=CC=CC=1)C1C=CC=CC=1)=[O:4].[CH2:25]([O:32][C:33]([C:35]12[CH2:42][CH2:41][C:38](C=O)([CH2:39][CH2:40]1)[CH2:37][CH2:36]2)=[O:34])[C:26]1[CH:31]=[CH:30][CH:29]=[CH:28][CH:27]=1.[Cl-].[NH4+].[C:47](OCC)(=O)C. Product: [CH2:25]([O:32][C:33]([C@:35]12[CH2:42][CH2:41][C@@:38]([CH:47]=[CH:5][C:3]([O:2][CH3:1])=[O:4])([CH2:37][CH2:36]1)[CH2:39][CH2:40]2)=[O:34])[C:26]1[CH:27]=[CH:28][CH:29]=[CH:30][CH:31]=1. The catalyst class is: 1. (3) Reactant: Br[C:2]1[CH:3]=[C:4]([CH3:11])[C:5]2[N:6]([CH:8]=[CH:9][N:10]=2)[CH:7]=1.[F:12][C:13]([F:24])([F:23])[C:14]1[CH:19]=[CH:18][C:17](B(O)O)=[CH:16][CH:15]=1.C([O-])([O-])=O.[Na+].[Na+]. Product: [CH3:11][C:4]1[C:5]2[N:6]([CH:8]=[CH:9][N:10]=2)[CH:7]=[C:2]([C:17]2[CH:18]=[CH:19][C:14]([C:13]([F:24])([F:23])[F:12])=[CH:15][CH:16]=2)[CH:3]=1. The catalyst class is: 108. (4) Reactant: C(O)C.Cl[C:5]1[N:10]=[CH:9][N:8]=[C:7]2[N:11]([C:14]3[CH:19]=[C:18]([CH3:20])[CH:17]=[C:16]([CH3:21])[CH:15]=3)[N:12]=[CH:13][C:6]=12.[CH3:22][O:23][CH2:24][CH2:25][O:26][CH2:27][CH2:28][NH2:29].C(OC(C)C)(C)C. Product: [CH3:21][C:16]1[CH:15]=[C:14]([N:11]2[C:7]3=[N:8][CH:9]=[N:10][C:5]([NH:29][CH2:28][CH2:27][O:26][CH2:25][CH2:24][O:23][CH3:22])=[C:6]3[CH:13]=[N:12]2)[CH:19]=[C:18]([CH3:20])[CH:17]=1. The catalyst class is: 10. (5) Reactant: O.[NH2:2][NH2:3].[Cl:4][C:5]1[C:6]([OH:23])=[CH:7][C:8]([OH:22])=[C:9]([C:11](=O)[CH2:12][C:13]2[CH:18]=[CH:17][C:16]([O:19][CH3:20])=[CH:15][CH:14]=2)[CH:10]=1. Product: [Cl:4][C:5]1[C:6]([OH:23])=[CH:7][C:8]([OH:22])=[C:9]([C:11](=[N:2][NH2:3])[CH2:12][C:13]2[CH:18]=[CH:17][C:16]([O:19][CH3:20])=[CH:15][CH:14]=2)[CH:10]=1. The catalyst class is: 8.